From a dataset of Full USPTO retrosynthesis dataset with 1.9M reactions from patents (1976-2016). Predict the reactants needed to synthesize the given product. (1) Given the product [CH2:30]([O:10][C:9]1[CH:8]=[CH:7][C:6]([C:11]2[O:12][CH:13]=[C:14]([CH2:16][CH2:17][C:18]([C:20]3[C:25]([CH3:26])=[CH:24][CH:23]=[CH:22][N:21]=3)=[O:19])[N:15]=2)=[CH:5][C:4]=1[O:3][CH:2]([F:1])[F:27])[CH:29]=[CH2:28], predict the reactants needed to synthesize it. The reactants are: [F:1][CH:2]([F:27])[O:3][C:4]1[CH:5]=[C:6]([C:11]2[O:12][CH:13]=[C:14]([CH2:16][CH2:17][C:18]([C:20]3[C:25]([CH3:26])=[CH:24][CH:23]=[CH:22][N:21]=3)=[O:19])[N:15]=2)[CH:7]=[CH:8][C:9]=1[OH:10].[CH2:28](Br)[CH:29]=[CH2:30]. (2) Given the product [N:10]1([C:7]2[CH:6]=[CH:5][C:4]([NH2:1])=[CH:9][CH:8]=2)[CH2:11][CH2:12][S:13][CH2:14][CH2:15]1, predict the reactants needed to synthesize it. The reactants are: [N+:1]([C:4]1[CH:9]=[CH:8][C:7]([N:10]2[CH2:15][CH2:14][S:13][CH2:12][CH2:11]2)=[CH:6][CH:5]=1)([O-])=O.O.C(N(CC)CC)C. (3) Given the product [CH:2]1([NH:11][C:12]([N:14]2[CH2:15][CH2:16][C:17]3([C:27]4[C:22](=[CH:23][CH:24]=[CH:25][CH:26]=4)[CH:21]([C:28]([O:30][CH2:31][CH3:32])=[O:29])[CH2:20]3)[CH2:18][CH2:19]2)=[O:13])[CH2:1][CH2:10][CH2:5][CH2:4][CH2:3]1, predict the reactants needed to synthesize it. The reactants are: [CH:1]12[CH2:10][CH:5]3CC(C[CH:3]([CH2:4]3)[CH:2]1[NH:11][C:12]([N:14]1[CH2:19][CH2:18][C:17]3([C:27]4[C:22](=[CH:23][CH:24]=[CH:25][CH:26]=4)[CH:21]([C:28]([OH:30])=[O:29])[CH2:20]3)[CH2:16][CH2:15]1)=[O:13])C2.[CH2:31](O)[CH3:32]. (4) Given the product [ClH:1].[NH2:43][C@H:42]([C:41](=[O:65])[NH:40][CH2:39][CH2:38][CH2:37][C@H:19]([NH:18][C:16]([O:15][CH2:8][C:9]1[CH:14]=[CH:13][CH:12]=[CH:11][CH:10]=1)=[O:17])[CH2:20][C:21](=[O:22])[NH:23][CH2:24][CH2:25][NH:26][C:27](=[O:36])[O:28][CH2:29][C:30]1[CH:31]=[CH:32][CH:33]=[CH:34][CH:35]=1)[CH2:51][CH2:52][CH2:53][NH:54][C:55](=[O:56])[O:57][CH2:58][C:59]1[CH:60]=[CH:61][CH:62]=[CH:63][CH:64]=1, predict the reactants needed to synthesize it. The reactants are: [ClH:1].O1CCOCC1.[CH2:8]([O:15][C:16]([NH:18][C@@H:19]([CH2:37][CH2:38][CH2:39][NH:40][C:41](=[O:65])[C@H:42]([CH2:51][CH2:52][CH2:53][NH:54][C:55]([O:57][CH2:58][C:59]1[CH:64]=[CH:63][CH:62]=[CH:61][CH:60]=1)=[O:56])[NH:43]C(OC(C)(C)C)=O)[CH2:20][C:21]([NH:23][CH2:24][CH2:25][NH:26][C:27](=[O:36])[O:28][CH2:29][C:30]1[CH:35]=[CH:34][CH:33]=[CH:32][CH:31]=1)=[O:22])=[O:17])[C:9]1[CH:14]=[CH:13][CH:12]=[CH:11][CH:10]=1. (5) Given the product [F:21][C:13]([F:22])([C:14]1[CH:19]=[CH:18][C:17]([F:20])=[CH:16][N:15]=1)[C:4]1[N:3]=[C:2]([NH:23][C:24]2[CH:28]=[C:27]([CH3:29])[NH:26][N:25]=2)[C:11]2[C:6](=[C:7]([F:12])[CH:8]=[CH:9][CH:10]=2)[N:5]=1, predict the reactants needed to synthesize it. The reactants are: Cl[C:2]1[C:11]2[C:6](=[C:7]([F:12])[CH:8]=[CH:9][CH:10]=2)[N:5]=[C:4]([C:13]([F:22])([F:21])[C:14]2[CH:19]=[CH:18][C:17]([F:20])=[CH:16][N:15]=2)[N:3]=1.[NH2:23][C:24]1[CH:28]=[C:27]([CH3:29])[N:26](C(OC(C)(C)C)=O)[N:25]=1.C(O)(=O)C. (6) Given the product [CH2:1]([C:23]1[CH:27]=[CH:26][S:25][CH:24]=1)[CH2:2][CH2:3][CH2:4][CH2:5][CH2:6][CH2:7][CH2:8][CH2:9][CH2:10][CH2:11][CH2:12][CH2:13][CH2:14][CH2:15][CH2:16][CH2:17][CH3:18], predict the reactants needed to synthesize it. The reactants are: [CH2:1](Br)[CH2:2][CH2:3][CH2:4][CH2:5][CH2:6][CH2:7][CH2:8][CH2:9][CH2:10][CH2:11][CH2:12][CH2:13][CH2:14][CH2:15][CH2:16][CH2:17][CH3:18].II.Br[C:23]1[CH:27]=[CH:26][S:25][CH:24]=1.C([Mg]Br)CCCCCCCCCCCCCCCCC. (7) Given the product [F:17][C:15]1([F:18])[O:14][C:13]2[CH:19]=[CH:20][C:10]([NH:9][C:7]([C:6]3[S:5][CH:4]=[N:3][C:2]=3[NH:1][CH2:22][C:23]3[CH:28]=[CH:27][N:26]=[C:25]([NH:29][C:30]4[S:31][CH:32]=[C:33]([CH3:35])[N:34]=4)[CH:24]=3)=[O:8])=[CH:11][C:12]=2[O:16]1, predict the reactants needed to synthesize it. The reactants are: [NH2:1][C:2]1[N:3]=[CH:4][S:5][C:6]=1[C:7]([NH:9][C:10]1[CH:20]=[CH:19][C:13]2[O:14][C:15]([F:18])([F:17])[O:16][C:12]=2[CH:11]=1)=[O:8].Cl[CH2:22][C:23]1[CH:28]=[CH:27][N:26]=[C:25]([NH:29][C:30]2[S:31][CH:32]=[C:33]([CH3:35])[N:34]=2)[CH:24]=1.CS(OCC1C=CN=C(C(NC)=O)C=1)(=O)=O. (8) Given the product [C:1]([O:5][C:6]([NH:8][C@@H:9]1[CH2:13][CH2:12][C@H:11]([CH2:14][CH2:15][CH2:16][CH2:17][PH:18](=[O:22])[O:19][CH2:20][CH3:21])[CH2:10]1)=[O:7])([CH3:4])([CH3:3])[CH3:2], predict the reactants needed to synthesize it. The reactants are: [C:1]([O:5][C:6]([NH:8][CH:9]1[CH2:13][CH2:12][C:11]([CH2:14][CH2:15][CH2:16][CH2:17][PH:18](=[O:22])[O:19][CH2:20][CH3:21])=[CH:10]1)=[O:7])([CH3:4])([CH3:3])[CH3:2]. (9) Given the product [CH2:1]([N:4]1[C:12]2[C:11](=[O:13])[NH:10][C:9]([NH2:14])=[N:8][C:7]=2[N:6]([C@H:15]2[C@H:19]3[C@H:18]([O:21][CH:29]([C:28]4[CH:31]=[CH:32][CH:33]=[C:26]([OH:25])[CH:27]=4)[O:20]3)[C@@H:17]([CH2:22][OH:23])[O:16]2)[C:5]1=[O:24])[CH:2]=[CH2:3], predict the reactants needed to synthesize it. The reactants are: [CH2:1]([N:4]1[C:12]2[C:11](=[O:13])[NH:10][C:9]([NH2:14])=[N:8][C:7]=2[N:6]([C@H:15]2[C@H:19]([OH:20])[C@H:18]([OH:21])[C@@H:17]([CH2:22][OH:23])[O:16]2)[C:5]1=[O:24])[CH:2]=[CH2:3].[OH:25][C:26]1[CH:27]=[C:28]([CH:31]=[CH:32][CH:33]=1)[CH:29]=O.CCOCC. (10) The reactants are: [F:1][C:2]1[CH:3]=[C:4]([C:8]2[CH:16]=[CH:15][CH:14]=[C:13]3[C:9]=2[CH2:10][C:11](=[O:17])[NH:12]3)[CH:5]=[CH:6][CH:7]=1.[OH:18][CH2:19][CH2:20][CH2:21][C:22]1[C:23]2[CH2:33][CH2:32][CH2:31][CH2:30][CH2:29][C:24]=2[NH:25][C:26]=1[CH:27]=O.N1CCCCC1. Given the product [F:1][C:2]1[CH:3]=[C:4]([C:8]2[CH:16]=[CH:15][CH:14]=[C:13]3[C:9]=2/[C:10](=[CH:27]/[C:26]2[NH:25][C:24]4[CH2:29][CH2:30][CH2:31][CH2:32][CH2:33][C:23]=4[C:22]=2[CH2:21][CH2:20][CH2:19][OH:18])/[C:11](=[O:17])[NH:12]3)[CH:5]=[CH:6][CH:7]=1, predict the reactants needed to synthesize it.